This data is from Reaction yield outcomes from USPTO patents with 853,638 reactions. The task is: Predict the reaction yield, written as a fraction of the theoretical maximum amount of product (1.0 means a 100% yield; for example, 0.34 means a 34% yield). (1) The reactants are [F:1][C:2]1[CH:7]=[CH:6][CH:5]=[C:4]([O:8][CH3:9])[C:3]=1[OH:10].F[C:12]1[CH:17]=[CH:16][C:15]([F:18])=[CH:14][C:13]=1[N+:19]([O-:21])=[O:20].[F:22][C:23]1[CH:24]=[CH:25][C:26]([O:30][C:31]2[C:36]([O:37][CH3:38])=[CH:35][CH:34]=[CH:33][C:32]=2[F:39])=[C:27]([CH:29]=1)[NH2:28].[NH2:40][C:41]1[S:42][CH:43]=[CH:44][N:45]=1. No catalyst specified. The product is [F:18][C:15]1[CH:16]=[CH:17][C:12]([O:10][C:3]2[C:4]([O:8][CH3:9])=[CH:5][CH:6]=[CH:7][C:2]=2[F:1])=[C:13]([N+:19]([O-:21])=[O:20])[CH:14]=1.[F:22][C:23]1[CH:24]=[CH:25][C:26]([O:30][C:31]2[C:36]([O:37][CH3:38])=[CH:35][CH:34]=[CH:33][C:32]=2[F:39])=[C:27]([NH:28][C:3]([NH:40][C:41]2[S:42][CH:43]=[CH:44][N:45]=2)=[O:10])[CH:29]=1. The yield is 0.650. (2) The reactants are [Cl:1][C:2]1[CH:16]=[CH:15][C:14]([Cl:17])=[CH:13][C:3]=1[O:4][C:5]1[CH:10]=[CH:9][C:8]([NH2:11])=[CH:7][C:6]=1[F:12].C(=O)(O)[O-].[Na+].[C:23](Cl)(Cl)=[S:24]. The catalyst is C(Cl)(Cl)Cl. The product is [Cl:1][C:2]1[CH:16]=[CH:15][C:14]([Cl:17])=[CH:13][C:3]=1[O:4][C:5]1[CH:10]=[CH:9][C:8]([N:11]=[C:23]=[S:24])=[CH:7][C:6]=1[F:12]. The yield is 0.974. (3) The reactants are [C:1]([CH2:3][N:4]1[CH2:8][C@H:7]([OH:9])[CH2:6][C@H:5]1[C:10]([O:12]C)=O)#[N:2]. The catalyst is [Ni].CO. The product is [OH:9][C@H:7]1[CH2:8][N:4]2[CH2:3][CH2:1][NH:2][C:10](=[O:12])[C@@H:5]2[CH2:6]1. The yield is 0.480. (4) The product is [Cl:22][C:12]1[CH:11]=[C:18]([NH:19][C:2]2[N:1]=[C:8]([Cl:9])[N:7]=[C:5]([Cl:6])[N:4]=2)[CH:17]=[CH:16][C:13]=1[O:14][CH3:15]. The catalyst is CC(C)=O. The reactants are [N:1]1[C:8]([Cl:9])=[N:7][C:5]([Cl:6])=[N:4][C:2]=1Cl.Cl[C:11]1[CH:12]=[C:13]([CH:16]=[CH:17][C:18]=1[NH2:19])[O:14][CH3:15].[OH-].[Na+].[ClH:22]. The yield is 0.960. (5) The reactants are [CH3:1][C:2]1[CH:11]=[CH:10][CH:9]=[CH:8][C:3]=1[CH:4]=[CH:5][CH:6]=O.[CH3:12][C:13]([OH:15])=[O:14]. The catalyst is CC(OC(C)=O)=O. The product is [C:13]([O:15][CH:1]1[C:2]2[C:3](=[CH:8][CH:9]=[CH:10][CH:11]=2)[CH:4]=[C:5]1[CH3:6])(=[O:14])[CH3:12]. The yield is 0.700. (6) The reactants are Br[C:2]1[CH:11]=[CH:10][C:5]([C:6]([O:8][CH3:9])=[O:7])=[CH:4][C:3]=1[O:12][CH3:13].C(=O)([O-])[O-].[Cs+].[Cs+].[C:20]1([CH3:28])[CH:25]=[CH:24][C:23]([C:26]#[CH:27])=[CH:22][CH:21]=1. The catalyst is C(#N)C.C1(P(C2CCCCC2)C2C=CC=CC=2C2C(C(C)C)=CC(C(C)C)=CC=2C(C)C)CCCCC1. The product is [CH3:13][O:12][C:3]1[CH:4]=[C:5]([CH:10]=[CH:11][C:2]=1[C:27]#[C:26][C:23]1[CH:24]=[CH:25][C:20]([CH3:28])=[CH:21][CH:22]=1)[C:6]([O:8][CH3:9])=[O:7]. The yield is 0.940.